The task is: Predict the product of the given reaction.. This data is from Forward reaction prediction with 1.9M reactions from USPTO patents (1976-2016). (1) The product is: [Cl:33][CH2:32][CH2:31][CH2:30][CH2:29][CH2:28][CH2:12][CH2:11][C:10](=[O:17])[CH2:9][CH2:8][C:5]1[CH:4]=[CH:3][C:2]([Cl:1])=[CH:7][CH:6]=1. Given the reactants [Cl:1][C:2]1[CH:7]=[CH:6][C:5]([CH2:8][CH2:9][C:10](=[O:17])[CH2:11][C:12](OCC)=O)=[CH:4][CH:3]=1.[I-].[Na+].CC(C)([O-])C.[K+].BrC[CH2:28][CH2:29][CH2:30][CH2:31][CH2:32][Cl:33].[OH-].[Na+].Cl, predict the reaction product. (2) The product is: [NH2:24][C:5]([CH2:8][NH:9][C:10]1[CH:11]=[CH:12][C:13]([CH2:16][CH2:17][CH2:18][CH2:19][CH2:20][CH2:21][CH2:22][CH3:23])=[CH:14][CH:15]=1)([CH2:6][OH:7])[CH2:4][OH:3]. Given the reactants CC1(C)[O:7][CH2:6][C:5]([NH:24]C(=O)OC(C)(C)C)([CH2:8][NH:9][C:10]2[CH:15]=[CH:14][C:13]([CH2:16][CH2:17][CH2:18][CH2:19][CH2:20][CH2:21][CH2:22][CH3:23])=[CH:12][CH:11]=2)[CH2:4][O:3]1, predict the reaction product. (3) Given the reactants [Cl-].C(CC(CC)(NC(C)C)C)C.[Si:13]([O:20][CH2:21][C:22]1[C:27]([O:28][CH3:29])=[CH:26][C:25]([NH:30][C:31](=[O:34])[CH:32]=[CH2:33])=[C:24](Cl)[CH:23]=1)([C:16]([CH3:19])([CH3:18])[CH3:17])([CH3:15])[CH3:14], predict the reaction product. The product is: [Si:13]([O:20][CH2:21][C:22]1[CH:23]=[CH:24][C:25]([NH:30][C:31](=[O:34])[CH:32]=[CH2:33])=[CH:26][C:27]=1[O:28][CH3:29])([C:16]([CH3:19])([CH3:18])[CH3:17])([CH3:14])[CH3:15]. (4) Given the reactants [NH2:1][C:2](=[O:36])[C@@H:3]([NH:20][C:21]([C@@H:23]1[CH2:28][CH2:27][CH2:26][CH2:25][N:24]1[C:29]([O:31][C:32]([CH3:35])([CH3:34])[CH3:33])=[O:30])=[O:22])[CH2:4][C:5]1[CH:10]=[CH:9][C:8](B2OC(C)(C)C(C)(C)O2)=[CH:7][CH:6]=1.Br[C:38]1[CH:39]=[CH:40][C:41]2[O:45][C:44](=[O:46])[N:43]([CH3:47])[C:42]=2[CH:48]=1.C(=O)([O-])[O-].[K+].[K+], predict the reaction product. The product is: [NH2:1][C:2](=[O:36])[C@@H:3]([NH:20][C:21]([C@@H:23]1[CH2:28][CH2:27][CH2:26][CH2:25][N:24]1[C:29]([O:31][C:32]([CH3:34])([CH3:35])[CH3:33])=[O:30])=[O:22])[CH2:4][C:5]1[CH:6]=[CH:7][C:8]([C:38]2[CH:39]=[CH:40][C:41]3[O:45][C:44](=[O:46])[N:43]([CH3:47])[C:42]=3[CH:48]=2)=[CH:9][CH:10]=1. (5) Given the reactants [Br:1][C:2]1[C:7]([O:8][CH3:9])=[C:6]([Br:10])[CH:5]=[C:4]([F:11])[C:3]=1[NH:12][C:13](=[O:15])[CH3:14].[H-].[Na+].Br[CH2:19]/[CH:20]=[CH:21]/[C:22]([O:24][CH2:25][CH3:26])=[O:23].O, predict the reaction product. The product is: [Br:1][C:2]1[C:7]([O:8][CH3:9])=[C:6]([Br:10])[CH:5]=[C:4]([F:11])[C:3]=1[N:12]([CH2:19]/[CH:20]=[CH:21]\[C:22]([O:24][CH2:25][CH3:26])=[O:23])[C:13](=[O:15])[CH3:14].